Predict the reaction yield, written as a fraction of the theoretical maximum amount of product (1.0 means a 100% yield; for example, 0.34 means a 34% yield). From a dataset of Reaction yield outcomes from USPTO patents with 853,638 reactions. The reactants are Cl.[Cl:2][C:3]1[CH:8]=[CH:7][CH:6]=[C:5]([F:9])[C:4]=1[C:10]1[N:14]=[C:13]([C:15]2[C:19]([CH3:20])=[C:18]([C:21]3[CH:26]=[CH:25][C:24]([O:27]C4CCCCO4)=[CH:23][CH:22]=3)[S:17][CH:16]=2)[N:12]([CH3:34])[N:11]=1.O. The catalyst is O1CCCC1. The product is [Cl:2][C:3]1[CH:8]=[CH:7][CH:6]=[C:5]([F:9])[C:4]=1[C:10]1[N:14]=[C:13]([C:15]2[C:19]([CH3:20])=[C:18]([C:21]3[CH:26]=[CH:25][C:24]([OH:27])=[CH:23][CH:22]=3)[S:17][CH:16]=2)[N:12]([CH3:34])[N:11]=1. The yield is 0.960.